From a dataset of Antibody developability classification from SAbDab with 2,409 antibodies. Regression/Classification. Given an antibody's heavy chain and light chain sequences, predict its developability. TAP uses regression for 5 developability metrics; SAbDab uses binary classification. (1) The antibody is ['DVQLVESGGGLVQPGGSRKLSCAASGFTFMRFGMHWVRQAPEKGLEWVAYISSGSSTIYYADTVKGRFTISRDNPKNTLFLQMTSLRSEDTALYYCARSGGIERYDGTYYVMDYWGQGTSVTVSS', 'DTVLTQSPASLAVSLGQRATISCRASESVDYYGKSFMNWFQQKPGQPPKLLIYAASNQGSGVPARFSGSGSGTDFSLHIHPMEEDDSAMYFCQQSKEVPWTFGGGTKLEIK']. Result: 0 (not developable). (2) The antibody is ['5mx3', 'DIVMSQSPSSLAVSAGEKVTMSCKSSQSLLNSRTRKNYLAWYQQKPGQSPKLLIYWASTRESGVPDRFTGSGSGTDFTLTISSVQAEDLAVYYCKQSFYLRTFGGGTKLDIK']. Result: 1 (developable). (3) The antibody is ['QVQLRESGPSLVKPSQTLSLTCTASGFSLSDKAVGWVRQAPGKALEWLGSIDTGGNAGYNPGLKSRLSITQDNSKSQVSLSVSTVTTEDSATYYCTTVHQRTKTTKSCPDGYSDGYRCGWRRSYCGDRNCCRVDGYTSYGGTGNCASYSYTYTYEWYVDAWGQGLLVTVSS', 'PROT_1563036D']. Result: 1 (developable). (4) The antibody is ['QVQLVESGPEMRKPGESLKISCKTSGYIFSDYWTAWVRQLPGKGLQWMGIIYSGDSDTRYHPSVQGHVTMSTDSSLTTAYLQWSSLKASDTGIYYCARLDARVDAGWQLDSWGQGTLVTVSS', 'IQLTQSPDSLAVSLGERATINCKSSQSVFYRDNNKNYLAWYQHKSGQPPKLLFFWASSRESGVSDRFSGSGSGTDFTLTIDNLQAEDVALYYCQHYFNIPHNFGQGTKLEIK']. Result: 1 (developable). (5) The antibody is ['EVQLQQSGPDLVKPGASVKISCKASGYSFSTYYMHWVKQSHGKSLEWIGRVDPDNGGTSFNQKFKGKAILTVDKSSSTAYMELGSLTSEDSAVYYCARRDDYYFDFWGQGTSLTVSS', 'QSVLSQSPAILSASPGEKVIMTCSPSSSVSYMQWYQQKPGSSPKPWIYSTSNLASGVPGRFSGGGSGTSFSLTISGVEAEDAATYYCQQYSSHPLTFGGGTKLELK']. Result: 1 (developable).